This data is from Reaction yield outcomes from USPTO patents with 853,638 reactions. The task is: Predict the reaction yield, written as a fraction of the theoretical maximum amount of product (1.0 means a 100% yield; for example, 0.34 means a 34% yield). (1) The reactants are C[O:2][C:3]1[C:4](=[O:23])[N:5]([CH3:22])[C:6]([C:9]2[CH:14]=[CH:13][C:12]([O:15][C:16]3[CH:21]=[CH:20][CH:19]=[CH:18][CH:17]=3)=[CH:11][CH:10]=2)=[N:7][CH:8]=1.B(Br)(Br)Br. The catalyst is C(Cl)Cl. The product is [OH:2][C:3]1[C:4](=[O:23])[N:5]([CH3:22])[C:6]([C:9]2[CH:10]=[CH:11][C:12]([O:15][C:16]3[CH:21]=[CH:20][CH:19]=[CH:18][CH:17]=3)=[CH:13][CH:14]=2)=[N:7][CH:8]=1. The yield is 0.700. (2) The reactants are [N:1]([C:4]1[CH:13]=[CH:12][CH:11]=[CH:10][C:5]=1[C:6]([O:8][CH3:9])=[O:7])=[C:2]=[O:3].[C:14]1([CH2:20][N:21]2[CH2:26][CH2:25][NH:24][CH2:23][CH2:22]2)[CH:19]=[CH:18][CH:17]=[CH:16][CH:15]=1. The catalyst is CC#N. The product is [C:14]1([CH2:20][N:21]2[CH2:22][CH2:23][N:24]([C:2]([NH:1][C:4]3[CH:13]=[CH:12][CH:11]=[CH:10][C:5]=3[C:6]([O:8][CH3:9])=[O:7])=[O:3])[CH2:25][CH2:26]2)[CH:15]=[CH:16][CH:17]=[CH:18][CH:19]=1. The yield is 0.960.